Dataset: HIV replication inhibition screening data with 41,000+ compounds from the AIDS Antiviral Screen. Task: Binary Classification. Given a drug SMILES string, predict its activity (active/inactive) in a high-throughput screening assay against a specified biological target. The drug is Cc1cnc2c(c1)C(=O)C1=C(OC(C)(C)CC1O)C2=O. The result is 0 (inactive).